From a dataset of Acute oral toxicity (LD50) regression data from Zhu et al.. Regression/Classification. Given a drug SMILES string, predict its toxicity properties. Task type varies by dataset: regression for continuous values (e.g., LD50, hERG inhibition percentage) or binary classification for toxic/non-toxic outcomes (e.g., AMES mutagenicity, cardiotoxicity, hepatotoxicity). Dataset: ld50_zhu. (1) The molecule is O=C(O)C1CCc2cc(C3CCCCC3)c(O)cc21. The rat oral LD50 is 2.76, given as -log10 of the dose in mol/kg body weight (higher means more acutely toxic). (2) The molecule is COc1ccc(O)c(C(C)(C)C)c1. The rat oral LD50 is 1.96, given as -log10 of the dose in mol/kg body weight (higher means more acutely toxic). (3) The molecule is O=C(C=Cc1ccccc1O)OC(=O)C=Cc1ccccc1O. The rat oral LD50 is 2.31, given as -log10 of the dose in mol/kg body weight (higher means more acutely toxic).